From a dataset of Full USPTO retrosynthesis dataset with 1.9M reactions from patents (1976-2016). Predict the reactants needed to synthesize the given product. (1) Given the product [CH:18]1([C:13]([C:12]2[CH:15]=[CH:16][C:9]([OH:8])=[CH:10][C:11]=2[F:17])=[O:26])[CH2:21][CH2:20][CH2:19]1, predict the reactants needed to synthesize it. The reactants are: [Si]([O:8][C:9]1[CH:16]=[CH:15][C:12]([C:13]#N)=[C:11]([F:17])[CH:10]=1)(C(C)(C)C)(C)C.[CH:18]1([Mg]Br)[CH2:21][CH2:20][CH2:19]1.C([O:26]CC)C.[Mg].II.BrC1CCC1.Cl. (2) Given the product [Br:1][CH2:2][CH2:3][C:4]1[CH:5]=[C:6]([OH:10])[CH:7]=[CH:8][CH:9]=1, predict the reactants needed to synthesize it. The reactants are: [Br:1][CH2:2][CH2:3][C:4]1[CH:9]=[CH:8][CH:7]=[C:6]([O:10]C)[CH:5]=1.C(Cl)(Cl)Cl.B(Br)(Br)Br. (3) Given the product [OH:22][C:15]1[C:14]2[C:13](=[O:23])[CH2:12][C:11]([CH3:25])([CH3:24])[CH2:10][C:9]=2[N:8]=[C:7]([CH:4]2[CH2:5][CH2:6][O:1][CH2:2][CH2:3]2)[C:16]=1[C:17]([O:19][CH2:20][CH3:21])=[O:18], predict the reactants needed to synthesize it. The reactants are: [O:1]1[CH2:6][CH:5]=[C:4]([C:7]2[C:16]([C:17]([O:19][CH2:20][CH3:21])=[O:18])=[C:15]([OH:22])[C:14]3[C:13](=[O:23])[CH2:12][C:11]([CH3:25])([CH3:24])[CH2:10][C:9]=3[N:8]=2)[CH2:3][CH2:2]1.